Task: Predict the reaction yield, written as a fraction of the theoretical maximum amount of product (1.0 means a 100% yield; for example, 0.34 means a 34% yield).. Dataset: Reaction yield outcomes from USPTO patents with 853,638 reactions (1) The reactants are C([O-])([O-])=O.[Cs+].[Cs+].O=C1CCCCC1C(OCC)=O.[Cl:19][C:20]1[CH:25]=[C:24]([N+:26]([O-:28])=[O:27])[CH:23]=[C:22]([Cl:29])[C:21]=1I.[F:31][C:32]([F:36])([F:35])[CH2:33][OH:34]. The catalyst is CS(C)=O.CC(=O)OCC. The product is [Cl:19][C:20]1[CH:25]=[C:24]([N+:26]([O-:28])=[O:27])[CH:23]=[C:22]([Cl:29])[C:21]=1[O:34][CH2:33][C:32]([F:36])([F:35])[F:31]. The yield is 0.126. (2) The reactants are B.[CH3:2][O:3][P:4]([CH2:8][P:9]([CH2:14][CH2:15][CH2:16][CH2:17][CH2:18][CH2:19][CH2:20][CH2:21][CH2:22][CH:23]=[CH2:24])([O:11][CH2:12][CH3:13])=[O:10])(=[O:7])[O:5][CH3:6].[OH-].[Na+].OO.S(=O)(O)[O-:30].[Na+]. The catalyst is C(OCC)(=O)C.O1CCCC1. The product is [CH3:6][O:5][P:4]([CH2:8][P:9]([CH2:14][CH2:15][CH2:16][CH2:17][CH2:18][CH2:19][CH2:20][CH2:21][CH2:22][CH2:23][CH2:24][OH:30])([O:11][CH2:12][CH3:13])=[O:10])(=[O:7])[O:3][CH3:2]. The yield is 0.900.